Regression. Given two drug SMILES strings and cell line genomic features, predict the synergy score measuring deviation from expected non-interaction effect. From a dataset of NCI-60 drug combinations with 297,098 pairs across 59 cell lines. Drug 1: C1C(C(OC1N2C=C(C(=O)NC2=O)F)CO)O. Drug 2: CC1CCC2CC(C(=CC=CC=CC(CC(C(=O)C(C(C(=CC(C(=O)CC(OC(=O)C3CCCCN3C(=O)C(=O)C1(O2)O)C(C)CC4CCC(C(C4)OC)OCCO)C)C)O)OC)C)C)C)OC. Cell line: HS 578T. Synergy scores: CSS=17.4, Synergy_ZIP=-4.68, Synergy_Bliss=6.64, Synergy_Loewe=-4.30, Synergy_HSA=5.00.